From a dataset of Reaction yield outcomes from USPTO patents with 853,638 reactions. Predict the reaction yield, written as a fraction of the theoretical maximum amount of product (1.0 means a 100% yield; for example, 0.34 means a 34% yield). (1) The reactants are Br[C:2]1[CH:7]=[CH:6][C:5]([CH2:8][C:9]([NH:11][C:12]2[CH:17]=[CH:16][C:15]([Cl:18])=[C:14]([Cl:19])[CH:13]=2)=[O:10])=[C:4]([F:20])[CH:3]=1.[CH2:21]([O:23][C:24]1[C:25]([O:39][CH2:40][C:41]2[CH:46]=[CH:45][C:44]([O:47][CH3:48])=[CH:43][CH:42]=2)=[N:26][CH:27]=[C:28](B2OC(C)(C)C(C)(C)O2)[CH:29]=1)[CH3:22].C([O-])([O-])=O.[Cs+].[Cs+]. The catalyst is O1CCOCC1.O.C(Cl)Cl.C1C=CC(P(C2C=CC=CC=2)[C-]2C=CC=C2)=CC=1.C1C=CC(P(C2C=CC=CC=2)[C-]2C=CC=C2)=CC=1.Cl[Pd]Cl.[Fe+2]. The product is [Cl:19][C:14]1[CH:13]=[C:12]([NH:11][C:9](=[O:10])[CH2:8][C:5]2[CH:6]=[CH:7][C:2]([C:28]3[CH:27]=[N:26][C:25]([O:39][CH2:40][C:41]4[CH:42]=[CH:43][C:44]([O:47][CH3:48])=[CH:45][CH:46]=4)=[C:24]([O:23][CH2:21][CH3:22])[CH:29]=3)=[CH:3][C:4]=2[F:20])[CH:17]=[CH:16][C:15]=1[Cl:18]. The yield is 0.527. (2) The reactants are [CH3:1][CH:2]([O:4][C:5]1[CH:6]=[CH:7][C:8]([CH3:12])=[N+:9]([O-])[CH:10]=1)[CH3:3].CO.[C:15]([O:18]C(=O)C)(=[O:17])[CH3:16]. No catalyst specified. The product is [C:15]([O:18][CH2:12][C:8]1[CH:7]=[CH:6][C:5]([O:4][CH:2]([CH3:3])[CH3:1])=[CH:10][N:9]=1)(=[O:17])[CH3:16]. The yield is 0.710. (3) The reactants are [CH3:1][N:2]1[C:7](=[O:8])[C:6]([NH:9][C:10]2[S:11][C:12]3[CH2:13][N:14]([CH3:19])[CH2:15][CH2:16][C:17]=3[N:18]=2)=[CH:5][C:4]([C:20]2[CH:25]=[CH:24][N:23]=[C:22]([N:26]3[C:38](=[O:39])[C:37]4[S:36][C:35]5[CH2:34][CH2:33][CH2:32][CH2:31][C:30]=5[C:29]=4[CH:28]=[N:27]3)[C:21]=2[CH:40]=[O:41])=[CH:3]1.[BH4-].[Na+]. The catalyst is CO. The product is [OH:41][CH2:40][C:21]1[C:22]([N:26]2[C:38](=[O:39])[C:37]3[S:36][C:35]4[CH2:34][CH2:33][CH2:32][CH2:31][C:30]=4[C:29]=3[CH:28]=[N:27]2)=[N:23][CH:24]=[CH:25][C:20]=1[C:4]1[CH:5]=[C:6]([NH:9][C:10]2[S:11][C:12]3[CH2:13][N:14]([CH3:19])[CH2:15][CH2:16][C:17]=3[N:18]=2)[C:7](=[O:8])[N:2]([CH3:1])[CH:3]=1. The yield is 0.400. (4) The reactants are [Br:1][C:2]1[CH:3]=[C:4]([N+:9]([O-:11])=[O:10])[C:5](Cl)=[N:6][CH:7]=1.Cl.[NH2:13][CH2:14][C:15]([NH2:17])=[O:16].CCN(CC)CC.O. The catalyst is CN(C=O)C. The product is [Br:1][C:2]1[CH:3]=[C:4]([N+:9]([O-:11])=[O:10])[C:5]([NH:13][CH2:14][C:15]([NH2:17])=[O:16])=[N:6][CH:7]=1. The yield is 0.400. (5) The yield is 1.00. The reactants are [Cl:1][C:2]1[CH:3]=[C:4]([CH:7]=[CH:8][C:9]=1[O:10][CH:11]([CH3:13])[CH3:12])[CH2:5][Br:6].[C:14]1([P:20]([C:27]2[CH:32]=[CH:31][CH:30]=[CH:29][CH:28]=2)[C:21]2[CH:26]=[CH:25][CH:24]=[CH:23][CH:22]=2)[CH:19]=[CH:18][CH:17]=[CH:16][CH:15]=1. The product is [Br-:6].[Cl:1][C:2]1[CH:3]=[C:4]([CH:7]=[CH:8][C:9]=1[O:10][CH:11]([CH3:13])[CH3:12])[CH2:5][P+:20]([C:21]1[CH:22]=[CH:23][CH:24]=[CH:25][CH:26]=1)([C:27]1[CH:32]=[CH:31][CH:30]=[CH:29][CH:28]=1)[C:14]1[CH:15]=[CH:16][CH:17]=[CH:18][CH:19]=1. The catalyst is C(#N)C. (6) The reactants are [CH2:1]1[C:12]2[C:11]3[CH:10]=[CH:9][CH:8]=[C:7]([CH2:13][NH2:14])[C:6]=3[NH:5][C:4]=2[CH2:3][CH2:2]1.N1C=CC=CC=1.[Cl:21][CH2:22][C:23](Cl)=[O:24].O. The catalyst is C(Cl)Cl.C(Cl)(Cl)Cl. The product is [Cl:21][CH2:22][C:23]([NH:14][CH2:13][C:7]1[C:6]2[NH:5][C:4]3[CH2:3][CH2:2][CH2:1][C:12]=3[C:11]=2[CH:10]=[CH:9][CH:8]=1)=[O:24]. The yield is 0.570. (7) The reactants are [Cl-].[NH4+].[Br:3][C:4]1[C:9]([C:10]([F:13])([F:12])[F:11])=[CH:8][C:7]([OH:14])=[C:6]([N+:15]([O-])=O)[CH:5]=1. The catalyst is CO.[Zn]. The product is [NH2:15][C:6]1[CH:5]=[C:4]([Br:3])[C:9]([C:10]([F:13])([F:11])[F:12])=[CH:8][C:7]=1[OH:14]. The yield is 0.930. (8) The yield is 0.846. The product is [CH3:1][O:2][CH2:3][CH2:4][O:5][C:6]1[CH:11]=[C:10]2[C:12]([NH:16][C:17]3[CH:18]=[CH:19][CH:20]=[C:21]([C:23]#[CH:24])[CH:22]=3)=[N:13][CH:14]=[N:15][C:9]2=[CH:8][C:7]=1[O:25][CH2:26][CH2:27][O:28][CH3:29].[ClH:30]. The reactants are [CH3:1][O:2][CH2:3][CH2:4][O:5][C:6]1[CH:11]=[C:10]2[C:12]([NH:16][C:17]3[CH:22]=[C:21]([C:23]#[CH:24])[CH:20]=[CH:19][CH:18]=3)=[N:13][CH:14]=[N:15][C:9]2=[CH:8][C:7]=1[O:25][CH2:26][CH2:27][O:28][CH3:29].[ClH:30]. The catalyst is O1CCOC1.CCOCC. (9) The reactants are [C:1]([O:5][C:6]([N:8]1[CH2:13][CH2:12][CH:11]([CH2:14][O:15][C:16]2[CH:21]=[CH:20][CH:19]=[CH:18][C:17]=2[NH2:22])[CH2:10][CH2:9]1)=[O:7])([CH3:4])([CH3:3])[CH3:2].[CH3:23][N:24]=[C:25]=[S:26]. The catalyst is O1CCCC1. The product is [C:1]([O:5][C:6]([N:8]1[CH2:9][CH2:10][CH:11]([CH2:14][O:15][C:16]2[CH:21]=[CH:20][CH:19]=[CH:18][C:17]=2[NH:22][C:25]([NH:24][CH3:23])=[S:26])[CH2:12][CH2:13]1)=[O:7])([CH3:4])([CH3:2])[CH3:3]. The yield is 1.00.